This data is from Reaction yield outcomes from USPTO patents with 853,638 reactions. The task is: Predict the reaction yield, written as a fraction of the theoretical maximum amount of product (1.0 means a 100% yield; for example, 0.34 means a 34% yield). (1) The reactants are [CH:1]1([CH:6]([CH3:12])[CH2:7][CH2:8][C:9](O)=[O:10])[CH2:5][CH2:4][CH2:3][CH2:2]1.[H-].[Al+3].[Li+].[H-].[H-].[H-]. The catalyst is C(OCC)C.C1COCC1. The product is [CH:1]1([CH:6]([CH3:12])[CH2:7][CH2:8][CH2:9][OH:10])[CH2:5][CH2:4][CH2:3][CH2:2]1. The yield is 0.590. (2) The reactants are [NH2:1][CH2:2][CH2:3][N:4]1[CH2:9][CH2:8][CH:7]([CH2:10][OH:11])[CH2:6][CH2:5]1.Cl[C:13]1[C:18]([CH3:19])=[N:17][CH:16]=[CH:15][N:14]=1. No catalyst specified. The product is [CH3:19][C:18]1[C:13]([NH:1][CH2:2][CH2:3][N:4]2[CH2:5][CH2:6][CH:7]([CH2:10][OH:11])[CH2:8][CH2:9]2)=[N:14][CH:15]=[CH:16][N:17]=1. The yield is 0.290. (3) The reactants are [Br:1][C:2]1[CH:3]=[C:4]2[C:8](=[CH:9][CH:10]=1)[NH:7][C:6]([C:11]([NH2:13])=O)=[CH:5]2.P(Cl)(Cl)(Cl)=O.C([O-])(O)=O.[Na+]. The catalyst is C1(C)C=CC=CC=1. The product is [Br:1][C:2]1[CH:3]=[C:4]2[C:8](=[CH:9][CH:10]=1)[NH:7][C:6]([C:11]#[N:13])=[CH:5]2. The yield is 0.650.